From a dataset of Reaction yield outcomes from USPTO patents with 853,638 reactions. Predict the reaction yield, written as a fraction of the theoretical maximum amount of product (1.0 means a 100% yield; for example, 0.34 means a 34% yield). (1) The reactants are [CH3:1][C:2]1[C:3]([N+:10]([O-:12])=O)=[C:4]([CH:6]=[C:7]([CH3:9])[CH:8]=1)[NH2:5].N#[C:14][NH2:15].[CH][Cl:17].[OH-].[Na+].N([O-])=O.[Na+]. The catalyst is O.FC(F)(F)C(O)=O. The product is [Cl:17][C:14]1[N:15]=[N+:10]([O-:12])[C:3]2[C:2]([CH3:1])=[CH:8][C:7]([CH3:9])=[CH:6][C:4]=2[N:5]=1. The yield is 0.670. (2) The reactants are [C:1]([NH:8][C@H:9]([C:36]1[CH:41]=[CH:40][CH:39]=[C:38]([O:42]CC2C=CC=CC=2)[CH:37]=1)[C@@H:10]([C:22]1[CH:27]=[CH:26][CH:25]=[C:24]([O:28]CC2C=CC=CC=2)[CH:23]=1)[NH:11][S:12]([C:15]1[CH:21]=[CH:20][C:18]([CH3:19])=[CH:17][CH:16]=1)(=[O:14])=[O:13])([O:3][C:4]([CH3:7])([CH3:6])[CH3:5])=[O:2].[H][H]. The catalyst is CCO.[Pd]. The product is [C:1]([NH:8][C@H:9]([C:36]1[CH:41]=[CH:40][CH:39]=[C:38]([OH:42])[CH:37]=1)[C@@H:10]([C:22]1[CH:27]=[CH:26][CH:25]=[C:24]([OH:28])[CH:23]=1)[NH:11][S:12]([C:15]1[CH:21]=[CH:20][C:18]([CH3:19])=[CH:17][CH:16]=1)(=[O:13])=[O:14])([O:3][C:4]([CH3:6])([CH3:7])[CH3:5])=[O:2]. The yield is 0.926.